Dataset: NCI-60 drug combinations with 297,098 pairs across 59 cell lines. Task: Regression. Given two drug SMILES strings and cell line genomic features, predict the synergy score measuring deviation from expected non-interaction effect. (1) Drug 1: CC1=CC2C(CCC3(C2CCC3(C(=O)C)OC(=O)C)C)C4(C1=CC(=O)CC4)C. Drug 2: C1CN1P(=S)(N2CC2)N3CC3. Cell line: SNB-19. Synergy scores: CSS=1.68, Synergy_ZIP=-0.591, Synergy_Bliss=-2.98, Synergy_Loewe=-21.0, Synergy_HSA=-10.5. (2) Drug 1: C1=CN(C(=O)N=C1N)C2C(C(C(O2)CO)O)O.Cl. Drug 2: C1=CC=C(C(=C1)C(C2=CC=C(C=C2)Cl)C(Cl)Cl)Cl. Cell line: MDA-MB-435. Synergy scores: CSS=18.0, Synergy_ZIP=-1.39, Synergy_Bliss=2.18, Synergy_Loewe=-3.94, Synergy_HSA=2.10.